This data is from Catalyst prediction with 721,799 reactions and 888 catalyst types from USPTO. The task is: Predict which catalyst facilitates the given reaction. (1) Reactant: [N+:1]([C:4]1[CH:5]=[N:6][NH:7][CH:8]=1)([O-:3])=[O:2].C([O-])([O-])=O.[Cs+].[Cs+].Br[CH2:16][CH2:17][O:18][Si:19]([C:22]([CH3:25])([CH3:24])[CH3:23])([CH3:21])[CH3:20]. Product: [Si:19]([O:18][CH2:17][CH2:16][N:6]1[CH:5]=[C:4]([N+:1]([O-:3])=[O:2])[CH:8]=[N:7]1)([C:22]([CH3:25])([CH3:24])[CH3:23])([CH3:21])[CH3:20]. The catalyst class is: 31. (2) Reactant: [Cl:1][C:2]1[C:7]([C:8]([F:11])([F:10])[F:9])=[CH:6][CH:5]=[CH:4][C:3]=1[CH2:12][NH:13][CH:14]=O.C(NC(C)C)(C)C.P(Cl)(Cl)(Cl)=O.C(=O)([O-])O.[Na+]. Product: [Cl:1][C:2]1[C:7]([C:8]([F:10])([F:11])[F:9])=[CH:6][CH:5]=[CH:4][C:3]=1[CH2:12][N+:13]#[C-:14]. The catalyst class is: 4. (3) The catalyst class is: 19. Product: [CH2:1]([O:3][C:4](=[O:19])[CH2:5][CH:6]1[CH2:11][CH2:10][N:9]([C:12]([O:14][C:15]([CH3:18])([CH3:17])[CH3:16])=[O:13])[CH2:8][CH2:7]1)[CH3:2]. Reactant: [CH2:1]([O:3][C:4](=[O:19])[CH:5]=[C:6]1[CH2:11][CH2:10][N:9]([C:12]([O:14][C:15]([CH3:18])([CH3:17])[CH3:16])=[O:13])[CH2:8][CH2:7]1)[CH3:2].[H][H]. (4) Reactant: [N+]([O-])([O-])=O.[Pd+2:5].[N+]([O-])([O-])=O.[CH2:10]([SH:22])[CH2:11][CH2:12][CH2:13][CH2:14][CH2:15][CH2:16][CH2:17][CH2:18][CH2:19][CH2:20][CH3:21]. Product: [CH2:10]([S-:22])[CH2:11][CH2:12][CH2:13][CH2:14][CH2:15][CH2:16][CH2:17][CH2:18][CH2:19][CH2:20][CH3:21].[Pd+2:5].[CH2:10]([S-:22])[CH2:11][CH2:12][CH2:13][CH2:14][CH2:15][CH2:16][CH2:17][CH2:18][CH2:19][CH2:20][CH3:21]. The catalyst class is: 8. (5) Reactant: [CH:1]1([C:7](Cl)=[O:8])[CH2:6][CH2:5][CH2:4][CH2:3][CH2:2]1.[OH-].[Na+].[CH:12]1[C:24]2[CH:23]([CH2:25][O:26][C:27]([NH:29][C@@H:30]([CH2:34][CH2:35][NH2:36])[C:31]([OH:33])=[O:32])=[O:28])[C:22]3[C:17](=[CH:18][CH:19]=[CH:20][CH:21]=3)[C:16]=2[CH:15]=[CH:14][CH:13]=1. Product: [CH:21]1[C:22]2[CH:23]([CH2:25][O:26][C:27]([NH:29][C@@H:30]([CH2:34][CH2:35][NH:36][C:7]([CH:1]3[CH2:6][CH2:5][CH2:4][CH2:3][CH2:2]3)=[O:8])[C:31]([OH:33])=[O:32])=[O:28])[C:24]3[C:16](=[CH:15][CH:14]=[CH:13][CH:12]=3)[C:17]=2[CH:18]=[CH:19][CH:20]=1. The catalyst class is: 1. (6) Reactant: [CH2:1]([N:8]1[C:14](=[O:15])[CH2:13][C:12](=O)[NH:11][C:10]2[CH:17]=[CH:18][CH:19]=[CH:20][C:9]1=2)[C:2]1[CH:7]=[CH:6][CH:5]=[CH:4][CH:3]=1.P12(SP3(SP(SP(S3)(S1)=S)(=S)S2)=S)=[S:22]. Product: [CH2:1]([N:8]1[C:14](=[O:15])[CH2:13][C:12](=[S:22])[NH:11][C:10]2[CH:17]=[CH:18][CH:19]=[CH:20][C:9]1=2)[C:2]1[CH:7]=[CH:6][CH:5]=[CH:4][CH:3]=1. The catalyst class is: 17. (7) Reactant: [F:1][C:2]1[CH:7]=[CH:6][N:5]=[C:4]([NH2:8])[CH:3]=1.C(O)C.Cl[CH:13]([CH:19]=O)[C:14]([O:16][CH2:17][CH3:18])=[O:15].C(=O)(O)[O-].[Na+]. Product: [F:1][C:2]1[CH:7]=[CH:6][N:5]2[C:13]([C:14]([O:16][CH2:17][CH3:18])=[O:15])=[CH:19][N:8]=[C:4]2[CH:3]=1. The catalyst class is: 13.